Dataset: Reaction yield outcomes from USPTO patents with 853,638 reactions. Task: Predict the reaction yield, written as a fraction of the theoretical maximum amount of product (1.0 means a 100% yield; for example, 0.34 means a 34% yield). (1) The reactants are [H-].[Na+].[NH2:3][CH2:4][C:5]([OH:7])=O.Br[CH2:9][CH2:10][CH2:11][CH3:12]. The catalyst is CN(C=O)C. The product is [CH2:9]([N:3]1[CH2:4][C:5](=[O:7])[N:3]([CH2:9][CH2:10][CH2:11][CH3:12])[CH2:4][C:5]1=[O:7])[CH2:10][CH2:11][CH3:12]. The yield is 0.410. (2) The reactants are [C:1]([N:8]1[CH2:11][C:10](=[O:12])[CH2:9]1)([O:3][C:4]([CH3:7])([CH3:6])[CH3:5])=[O:2].[CH3:13][Mg+].[Br-].[NH4+].[Cl-]. The catalyst is CCOCC. The product is [C:4]([O:3][C:1]([N:8]1[CH2:11][C:10]([OH:12])([CH3:13])[CH2:9]1)=[O:2])([CH3:7])([CH3:6])[CH3:5]. The yield is 0.840. (3) The reactants are [Br:1][C:2]1[CH:7]=[CH:6][C:5]([C:8]#[C:9][CH2:10][C@H:11]([NH:20][C:21]([O:23][C:24]([CH3:27])([CH3:26])[CH3:25])=[O:22])[C:12]([O:14][CH:15]2[CH2:19][CH2:18][CH2:17][CH2:16]2)=[O:13])=[CH:4][CH:3]=1.N1C2C(=CC=CC=2)C=CC=1. The catalyst is [Pd]. The product is [Br:1][C:2]1[CH:7]=[CH:6][C:5](/[CH:8]=[CH:9]\[CH2:10][C@H:11]([NH:20][C:21]([O:23][C:24]([CH3:27])([CH3:26])[CH3:25])=[O:22])[C:12]([O:14][CH:15]2[CH2:16][CH2:17][CH2:18][CH2:19]2)=[O:13])=[CH:4][CH:3]=1. The yield is 0.820. (4) The reactants are CC([O:5][C:6]([N:8]1[CH2:13][CH2:12][N:11]([C:14]([O:16][C:17]([CH3:20])([CH3:19])[CH3:18])=[O:15])[CH2:10][C:9]1([CH2:28]O)[CH2:21][C:22]1[CH:27]=[CH:26][CH:25]=[CH:24][CH:23]=1)=[O:7])(C)C.[H-].[Na+].C(=O)([O-])O.[Na+]. The catalyst is CN(C)C=O. The product is [O:5]=[C:6]1[N:8]2[CH2:13][CH2:12][N:11]([C:14]([O:16][C:17]([CH3:19])([CH3:20])[CH3:18])=[O:15])[CH2:10][C:9]2([CH2:21][C:22]2[CH:23]=[CH:24][CH:25]=[CH:26][CH:27]=2)[CH2:28][O:7]1. The yield is 0.880.